Dataset: Forward reaction prediction with 1.9M reactions from USPTO patents (1976-2016). Task: Predict the product of the given reaction. (1) Given the reactants [C:1](Cl)(=[O:8])[C:2]1[CH:7]=[CH:6][CH:5]=[CH:4][CH:3]=1.[C:10]([O:14][C:15]([N:17]1[CH2:22][CH:21]([N:23]2[C:32]3[CH:31]=[CH:30][CH:29]=[C:28]([Cl:33])[C:27]=3[C:26]3=[N:34][O:35][C:36]([CH3:37])=[C:25]3[C:24]2=[O:38])[CH2:20][CH:19]([CH2:39][NH2:40])[CH2:18]1)=[O:16])([CH3:13])([CH3:12])[CH3:11].CCN(CC)CC.C(Cl)(Cl)Cl, predict the reaction product. The product is: [C:10]([O:14][C:15]([N:17]1[CH2:22][CH:21]([N:23]2[C:32]3[CH:31]=[CH:30][CH:29]=[C:28]([Cl:33])[C:27]=3[C:26]3=[N:34][O:35][C:36]([CH3:37])=[C:25]3[C:24]2=[O:38])[CH2:20][CH:19]([CH2:39][NH:40][C:1](=[O:8])[C:2]2[CH:7]=[CH:6][CH:5]=[CH:4][CH:3]=2)[CH2:18]1)=[O:16])([CH3:13])([CH3:12])[CH3:11]. (2) Given the reactants [F:1][C:2]1[C:9]([F:10])=[CH:8][CH:7]=[C:6]([F:11])[C:3]=1[CH2:4]Br.[Cl:12][C:13]1[CH:18]=[CH:17][C:16]([SH:19])=[CH:15][CH:14]=1.C(N(CC)CC)C.C(OCC)(=O)C, predict the reaction product. The product is: [Cl:12][C:13]1[CH:18]=[CH:17][C:16]([S:19][CH2:4][C:3]2[C:2]([F:1])=[C:9]([F:10])[CH:8]=[CH:7][C:6]=2[F:11])=[CH:15][CH:14]=1. (3) Given the reactants C(N(CC)C(C)C)(C)C.[Li]CCCC.[CH3:15][C:16]1[CH:21]=[N:20][CH:19]=[CH:18][N:17]=1.Br[CH2:23][C:24]([O:26][C:27]([CH3:30])([CH3:29])[CH3:28])=[O:25], predict the reaction product. The product is: [N:17]1[CH:18]=[CH:19][N:20]=[CH:21][C:16]=1[CH2:15][CH2:23][C:24]([O:26][C:27]([CH3:30])([CH3:29])[CH3:28])=[O:25]. (4) The product is: [CH:3]([S:6]([N:9]([CH2:10][C:11]1[CH:12]=[CH:13][C:14]([O:17][CH3:18])=[CH:15][CH:16]=1)[C:20]1[CH:25]=[C:24]([F:26])[CH:23]=[CH:22][C:21]=1[N+:27]([O-:29])=[O:28])(=[O:8])=[O:7])([CH3:5])[CH3:4]. Given the reactants [H-].[Na+].[CH:3]([S:6]([NH:9][CH2:10][C:11]1[CH:16]=[CH:15][C:14]([O:17][CH3:18])=[CH:13][CH:12]=1)(=[O:8])=[O:7])([CH3:5])[CH3:4].F[C:20]1[CH:25]=[C:24]([F:26])[CH:23]=[CH:22][C:21]=1[N+:27]([O-:29])=[O:28], predict the reaction product. (5) Given the reactants [F:1][C:2]([F:32])([F:31])[C:3]([NH:5][CH2:6][CH2:7][CH2:8][S:9][C@H:10]1[CH2:27][CH2:26][C@@:25]2([CH3:28])[CH:12]([C:13](=O)[CH2:14][C@@H:15]3[C@@H:24]2[CH2:23][CH2:22][C@@:20]2([CH3:21])[C@H:16]3[CH2:17][CH2:18][C:19]2=[O:29])[CH2:11]1)=[O:4].Cl.[NH2:34][OH:35], predict the reaction product. The product is: [F:1][C:2]([F:31])([F:32])[C:3]([NH:5][CH2:6][CH2:7][CH2:8][S:9][C@H:10]1[CH2:27][CH2:26][C@@:25]2([CH3:28])[CH:12](/[C:13](=[N:34]/[OH:35])/[CH2:14][C@@H:15]3[C@@H:24]2[CH2:23][CH2:22][C@@:20]2([CH3:21])[C@H:16]3[CH2:17][CH2:18][C:19]2=[O:29])[CH2:11]1)=[O:4].